Dataset: Full USPTO retrosynthesis dataset with 1.9M reactions from patents (1976-2016). Task: Predict the reactants needed to synthesize the given product. (1) Given the product [F:19][C:16]1[CH:15]=[CH:14][C:13]([N:12]2[C:11](=[O:20])[CH:10]([CH2:21][CH2:22][CH:23]([C:25]3[CH:26]=[CH:27][C:28]([F:31])=[CH:29][CH:30]=3)[OH:24])[CH:9]2[C:5]2[CH:4]=[C:3]([CH:8]=[CH:7][CH:6]=2)[CH2:2][NH:1][C:54](=[O:55])[CH2:53][O:52][CH2:51][CH2:50][O:49][CH2:48][CH2:47][O:46][CH2:45][C:43](=[O:44])[NH:42][CH2:41][CH2:40][O:39][CH2:38][CH2:37][O:36][CH2:35][C:34](=[O:57])[CH:33]([OH:32])[CH:58]([OH:65])[CH:59]([OH:64])[CH:60]([OH:63])[CH2:61][OH:62])=[CH:18][CH:17]=1, predict the reactants needed to synthesize it. The reactants are: [NH2:1][CH2:2][C:3]1[CH:4]=[C:5]([CH:9]2[N:12]([C:13]3[CH:18]=[CH:17][C:16]([F:19])=[CH:15][CH:14]=3)[C:11](=[O:20])[CH:10]2[CH2:21][CH2:22][CH:23]([C:25]2[CH:30]=[CH:29][C:28]([F:31])=[CH:27][CH:26]=2)[OH:24])[CH:6]=[CH:7][CH:8]=1.[OH:32][CH:33]([CH:58]([OH:65])[CH:59]([OH:64])[CH:60]([OH:63])[CH2:61][OH:62])[C:34](=[O:57])[CH2:35][O:36][CH2:37][CH2:38][O:39][CH2:40][CH2:41][NH:42][C:43]([CH2:45][O:46][CH2:47][CH2:48][O:49][CH2:50][CH2:51][O:52][CH2:53][C:54](O)=[O:55])=[O:44].C(N=C=NC(C)C)(C)C.OC1C2N=NNC=2C=CC=1. (2) The reactants are: [NH2:1][C:2]1[N:6]([CH2:7][C:8]2[CH:13]=[CH:12][CH:11]=[CH:10][C:9]=2[F:14])[N:5]=[C:4]([C:15]([O:17][CH2:18][CH3:19])=[O:16])[C:3]=1[CH:20]=O.[F:22][C:23]([F:28])([F:27])[C:24]([CH3:26])=O.N1CCC[C@H]1C(O)=O. Given the product [F:14][C:9]1[CH:10]=[CH:11][CH:12]=[CH:13][C:8]=1[CH2:7][N:6]1[C:2]2=[N:1][C:24]([C:23]([F:28])([F:27])[F:22])=[CH:26][CH:20]=[C:3]2[C:4]([C:15]([O:17][CH2:18][CH3:19])=[O:16])=[N:5]1, predict the reactants needed to synthesize it. (3) Given the product [CH2:1]([S:3]([N:6]1[CH2:11][CH2:10][CH:9]([C:12]2[C:20]3[C:15](=[C:16]([C:30]([NH2:32])=[O:31])[CH:17]=[C:18]([C:34]4[CH:42]=[C:41]5[C:37](=[CH:36][CH:35]=4)[CH2:38][CH2:39][C:40]5=[O:43])[CH:19]=3)[NH:14][CH:13]=2)[CH2:8][CH2:7]1)(=[O:4])=[O:5])[CH3:2], predict the reactants needed to synthesize it. The reactants are: [CH2:1]([S:3]([N:6]1[CH2:11][CH2:10][CH:9]([C:12]2[C:20]3[C:15](=[C:16]([C:30]([NH2:32])=[O:31])[CH:17]=[C:18](B4OC(C)(C)C(C)(C)O4)[CH:19]=3)[NH:14][CH:13]=2)[CH2:8][CH2:7]1)(=[O:5])=[O:4])[CH3:2].Br[C:34]1[CH:42]=[C:41]2[C:37]([CH2:38][CH2:39][C:40]2=[O:43])=[CH:36][CH:35]=1.C(=O)([O-])[O-].[K+].[K+].